This data is from NCI-60 drug combinations with 297,098 pairs across 59 cell lines. The task is: Regression. Given two drug SMILES strings and cell line genomic features, predict the synergy score measuring deviation from expected non-interaction effect. (1) Cell line: PC-3. Drug 1: CN(C)N=NC1=C(NC=N1)C(=O)N. Synergy scores: CSS=-0.189, Synergy_ZIP=-1.53, Synergy_Bliss=-5.39, Synergy_Loewe=-1.77, Synergy_HSA=-6.19. Drug 2: CC1=C(C=C(C=C1)C(=O)NC2=CC(=CC(=C2)C(F)(F)F)N3C=C(N=C3)C)NC4=NC=CC(=N4)C5=CN=CC=C5. (2) Drug 1: C1CCN(CC1)CCOC2=CC=C(C=C2)C(=O)C3=C(SC4=C3C=CC(=C4)O)C5=CC=C(C=C5)O. Cell line: CAKI-1. Drug 2: CC(C)(C#N)C1=CC(=CC(=C1)CN2C=NC=N2)C(C)(C)C#N. Synergy scores: CSS=3.94, Synergy_ZIP=0.281, Synergy_Bliss=-0.00313, Synergy_Loewe=-0.531, Synergy_HSA=-0.923. (3) Drug 1: C1CNP(=O)(OC1)N(CCCl)CCCl. Drug 2: CC1CCCC2(C(O2)CC(NC(=O)CC(C(C(=O)C(C1O)C)(C)C)O)C(=CC3=CSC(=N3)C)C)C. Cell line: HOP-92. Synergy scores: CSS=3.44, Synergy_ZIP=-3.74, Synergy_Bliss=-6.99, Synergy_Loewe=-30.9, Synergy_HSA=-12.7. (4) Drug 1: C1=CC(=CC=C1CCC2=CNC3=C2C(=O)NC(=N3)N)C(=O)NC(CCC(=O)O)C(=O)O. Drug 2: C1CCC(C(C1)N)N.C(=O)(C(=O)[O-])[O-].[Pt+4]. Cell line: IGROV1. Synergy scores: CSS=34.0, Synergy_ZIP=-9.82, Synergy_Bliss=-1.06, Synergy_Loewe=-0.575, Synergy_HSA=2.48. (5) Drug 1: C1=CN(C(=O)N=C1N)C2C(C(C(O2)CO)O)O.Cl. Drug 2: CCC1(CC2CC(C3=C(CCN(C2)C1)C4=CC=CC=C4N3)(C5=C(C=C6C(=C5)C78CCN9C7C(C=CC9)(C(C(C8N6C=O)(C(=O)OC)O)OC(=O)C)CC)OC)C(=O)OC)O.OS(=O)(=O)O. Cell line: SN12C. Synergy scores: CSS=17.6, Synergy_ZIP=-12.1, Synergy_Bliss=-3.21, Synergy_Loewe=-1.86, Synergy_HSA=-1.81. (6) Drug 1: CN(CCCl)CCCl.Cl. Drug 2: CC1C(C(CC(O1)OC2CC(CC3=C2C(=C4C(=C3O)C(=O)C5=CC=CC=C5C4=O)O)(C(=O)C)O)N)O. Cell line: SF-539. Synergy scores: CSS=69.8, Synergy_ZIP=-2.70, Synergy_Bliss=-4.19, Synergy_Loewe=-3.13, Synergy_HSA=-1.71. (7) Drug 1: C1=CC(=CC=C1CCC2=CNC3=C2C(=O)NC(=N3)N)C(=O)NC(CCC(=O)O)C(=O)O. Drug 2: CCC1=CC2CC(C3=C(CN(C2)C1)C4=CC=CC=C4N3)(C5=C(C=C6C(=C5)C78CCN9C7C(C=CC9)(C(C(C8N6C)(C(=O)OC)O)OC(=O)C)CC)OC)C(=O)OC.C(C(C(=O)O)O)(C(=O)O)O. Cell line: SF-295. Synergy scores: CSS=55.0, Synergy_ZIP=-1.09, Synergy_Bliss=1.22, Synergy_Loewe=0.00916, Synergy_HSA=7.15. (8) Drug 1: C1CN1P(=S)(N2CC2)N3CC3. Drug 2: C1C(C(OC1N2C=NC3=C2NC=NCC3O)CO)O. Cell line: HCC-2998. Synergy scores: CSS=19.6, Synergy_ZIP=0.820, Synergy_Bliss=2.00, Synergy_Loewe=1.60, Synergy_HSA=4.53. (9) Drug 1: C1=CC=C(C(=C1)C(C2=CC=C(C=C2)Cl)C(Cl)Cl)Cl. Drug 2: C(CCl)NC(=O)N(CCCl)N=O. Cell line: RXF 393. Synergy scores: CSS=-4.45, Synergy_ZIP=4.63, Synergy_Bliss=5.88, Synergy_Loewe=-4.01, Synergy_HSA=-2.46.